From a dataset of NCI-60 drug combinations with 297,098 pairs across 59 cell lines. Regression. Given two drug SMILES strings and cell line genomic features, predict the synergy score measuring deviation from expected non-interaction effect. (1) Drug 1: COC1=NC(=NC2=C1N=CN2C3C(C(C(O3)CO)O)O)N. Drug 2: CC1=C2C(C(=O)C3(C(CC4C(C3C(C(C2(C)C)(CC1OC(=O)C(C(C5=CC=CC=C5)NC(=O)C6=CC=CC=C6)O)O)OC(=O)C7=CC=CC=C7)(CO4)OC(=O)C)O)C)OC(=O)C. Cell line: NCI-H226. Synergy scores: CSS=7.55, Synergy_ZIP=-0.750, Synergy_Bliss=3.16, Synergy_Loewe=-20.9, Synergy_HSA=-1.51. (2) Cell line: KM12. Drug 1: CC1=C(C(CCC1)(C)C)C=CC(=CC=CC(=CC(=O)O)C)C. Synergy scores: CSS=29.0, Synergy_ZIP=0.568, Synergy_Bliss=-0.463, Synergy_Loewe=-27.6, Synergy_HSA=-2.12. Drug 2: CCN(CC)CCNC(=O)C1=C(NC(=C1C)C=C2C3=C(C=CC(=C3)F)NC2=O)C. (3) Drug 2: C(CCl)NC(=O)N(CCCl)N=O. Drug 1: CC(C1=C(C=CC(=C1Cl)F)Cl)OC2=C(N=CC(=C2)C3=CN(N=C3)C4CCNCC4)N. Synergy scores: CSS=6.23, Synergy_ZIP=2.08, Synergy_Bliss=0.330, Synergy_Loewe=-19.2, Synergy_HSA=-4.35. Cell line: MDA-MB-435. (4) Drug 1: C1=CC(=CC=C1CCCC(=O)O)N(CCCl)CCCl. Drug 2: CC1CCC2CC(C(=CC=CC=CC(CC(C(=O)C(C(C(=CC(C(=O)CC(OC(=O)C3CCCCN3C(=O)C(=O)C1(O2)O)C(C)CC4CCC(C(C4)OC)O)C)C)O)OC)C)C)C)OC. Cell line: TK-10. Synergy scores: CSS=23.7, Synergy_ZIP=-9.32, Synergy_Bliss=-4.62, Synergy_Loewe=-1.64, Synergy_HSA=0.302. (5) Drug 1: C1CN(CCN1C(=O)CCBr)C(=O)CCBr. Drug 2: CC(C)NC(=O)C1=CC=C(C=C1)CNNC.Cl. Cell line: NCIH23. Synergy scores: CSS=34.7, Synergy_ZIP=-3.59, Synergy_Bliss=0.443, Synergy_Loewe=-6.33, Synergy_HSA=1.58. (6) Drug 1: C1=NC2=C(N=C(N=C2N1C3C(C(C(O3)CO)O)O)F)N. Drug 2: CC1C(C(CC(O1)OC2CC(OC(C2O)C)OC3=CC4=CC5=C(C(=O)C(C(C5)C(C(=O)C(C(C)O)O)OC)OC6CC(C(C(O6)C)O)OC7CC(C(C(O7)C)O)OC8CC(C(C(O8)C)O)(C)O)C(=C4C(=C3C)O)O)O)O. Cell line: SF-268. Synergy scores: CSS=20.2, Synergy_ZIP=-1.09, Synergy_Bliss=-1.63, Synergy_Loewe=-34.4, Synergy_HSA=-2.15.